Dataset: Reaction yield outcomes from USPTO patents with 853,638 reactions. Task: Predict the reaction yield, written as a fraction of the theoretical maximum amount of product (1.0 means a 100% yield; for example, 0.34 means a 34% yield). (1) The reactants are [C:1]([O:9]CC)(=O)[CH2:2][C:3]([O:5][CH2:6][CH3:7])=[O:4].[H-].[Na+].[H][H].[CH2:16]([N:23]1[C:28]2[CH:29]=[CH:30][C:31]([F:33])=[CH:32][C:27]=2[C:26](=O)[O:25]C1=O)[C:17]1[CH:22]=[CH:21][CH:20]=[CH:19][CH:18]=1.Cl. The catalyst is CC(N(C)C)=O. The product is [CH2:6]([O:5][C:3]([C:2]1[C:1](=[O:9])[N:23]([CH2:16][C:17]2[CH:18]=[CH:19][CH:20]=[CH:21][CH:22]=2)[C:28]2[C:27]([C:26]=1[OH:25])=[CH:32][C:31]([F:33])=[CH:30][CH:29]=2)=[O:4])[CH3:7]. The yield is 0.640. (2) The reactants are [CH3:1][S:2][CH2:3][CH2:4][OH:5].C[Si]([N-][Si](C)(C)C)(C)C.[Li+].[CH:16]1([NH:19][C:20]([C:22]2[S:35][C:25]3=[N:26][C:27](S(C)=O)=[C:28]([Cl:31])[C:29]([CH3:30])=[C:24]3[C:23]=2[NH2:36])=[O:21])[CH2:18][CH2:17]1. The product is [CH:16]1([NH:19][C:20]([C:22]2[S:35][C:25]3=[N:26][C:27]([O:5][CH2:4][CH2:3][S:2][CH3:1])=[C:28]([Cl:31])[C:29]([CH3:30])=[C:24]3[C:23]=2[NH2:36])=[O:21])[CH2:18][CH2:17]1. The catalyst is C1COCC1. The yield is 0.550.